From a dataset of Forward reaction prediction with 1.9M reactions from USPTO patents (1976-2016). Predict the product of the given reaction. (1) The product is: [CH2:1]([O:8][CH2:9][C:10]1[N:11]([C:28]2[N:33]=[CH:32][CH:31]=[CH:30][N:29]=2)[CH:12]=[C:13]([C:15]2[C:16]([C:21]3[CH:26]=[CH:25][CH:24]=[CH:23][CH:22]=3)=[N:17][O:18][C:19]=2[CH3:20])[N:14]=1)[C:2]1[CH:3]=[CH:4][CH:5]=[CH:6][CH:7]=1. Given the reactants [CH2:1]([O:8][CH2:9][C:10]1[NH:11][CH:12]=[C:13]([C:15]2[C:16]([C:21]3[CH:26]=[CH:25][CH:24]=[CH:23][CH:22]=3)=[N:17][O:18][C:19]=2[CH3:20])[N:14]=1)[C:2]1[CH:7]=[CH:6][CH:5]=[CH:4][CH:3]=1.Cl[C:28]1[N:33]=[CH:32][CH:31]=[CH:30][N:29]=1, predict the reaction product. (2) The product is: [F:18][C:19]1[CH:20]=[C:21]2[C:25](=[CH:26][CH:27]=1)[N:24]([NH:28][C:15]([C:11]1[C:12]([CH3:14])=[N:13][C:8]([C:4]3[CH:5]=[CH:6][CH:7]=[C:2]([F:1])[CH:3]=3)=[N:9][CH:10]=1)=[O:17])[CH:23]=[C:22]2[CH2:29][CH2:30][C:31]1[CH:32]=[N:33][CH:34]=[CH:35][CH:36]=1. Given the reactants [F:1][C:2]1[CH:3]=[C:4]([C:8]2[N:13]=[C:12]([CH3:14])[C:11]([C:15]([OH:17])=O)=[CH:10][N:9]=2)[CH:5]=[CH:6][CH:7]=1.[F:18][C:19]1[CH:20]=[C:21]2[C:25](=[CH:26][CH:27]=1)[N:24]([NH2:28])[CH:23]=[C:22]2[CH2:29][CH2:30][C:31]1[CH:32]=[N:33][CH:34]=[CH:35][CH:36]=1.C[N+]1(C2N=C(OC)N=C(OC)N=2)CCOCC1.[Cl-], predict the reaction product. (3) Given the reactants C[O:2][C:3]1[CH:8]=[CH:7][N:6]=[C:5]([NH:9][C:10]2[CH:15]=[CH:14][CH:13]=[CH:12][CH:11]=2)[N:4]=1.Br.[OH-].[Na+], predict the reaction product. The product is: [C:10]1([NH:9][C:5]2[NH:4][C:3](=[O:2])[CH:8]=[CH:7][N:6]=2)[CH:11]=[CH:12][CH:13]=[CH:14][CH:15]=1. (4) The product is: [N:10]1[C:5]2[CH:4]=[N:3][CH:2]=[N:13][C:6]=2[CH:7]=[N:8][CH:9]=1. Given the reactants Cl[C:2]1[N:3]=[C:4](Cl)[C:5]2[N:10]=[C:9](Cl)[N:8]=[C:7](Cl)[C:6]=2[N:13]=1.NC1C=CC=CC=1, predict the reaction product. (5) Given the reactants [Cl:1][C:2]1[CH:7]=[CH:6][CH:5]=[C:4]([Cl:8])[C:3]=1[CH2:9][S:10]([C:13]1[CH:14]=[C:15]2[C:19](=[CH:20][CH:21]=1)[NH:18][C:17](=[O:22])/[C:16]/2=[CH:23]\[C:24]1[NH:28][C:27]([CH3:29])=[C:26]([C:30]([OH:32])=O)[C:25]=1[CH3:33])(=[O:12])=[O:11].CCN=C=NCCCN(C)C.C1C=CC2N(O)N=NC=2C=1.[CH:55]1([CH2:58][NH:59][CH2:60][C@H:61]2[CH2:65][CH2:64][CH2:63][NH:62]2)[CH2:57][CH2:56]1, predict the reaction product. The product is: [CH:55]1([CH2:58][NH:59][CH2:60][C@H:61]2[CH2:65][CH2:64][CH2:63][N:62]2[C:30]([C:26]2[C:25]([CH3:33])=[C:24](/[CH:23]=[C:16]3\[C:17](=[O:22])[NH:18][C:19]4[C:15]\3=[CH:14][C:13]([S:10]([CH2:9][C:3]3[C:4]([Cl:8])=[CH:5][CH:6]=[CH:7][C:2]=3[Cl:1])(=[O:12])=[O:11])=[CH:21][CH:20]=4)[NH:28][C:27]=2[CH3:29])=[O:32])[CH2:56][CH2:57]1. (6) Given the reactants C(OC([NH:11][C@@H:12]1[C@@H:17]2[CH2:18][C@@H:14]([CH:15]=[CH:16]2)[C@@H:13]1[C:19]([O:21][CH3:22])=[O:20])=O)C1C=CC=CC=1.[ClH:23].O1CCOCC1, predict the reaction product. The product is: [ClH:23].[NH2:11][C@@H:12]1[C@@H:17]2[CH2:18][C@@H:14]([CH2:15][CH2:16]2)[C@@H:13]1[C:19]([O:21][CH3:22])=[O:20].